From a dataset of Full USPTO retrosynthesis dataset with 1.9M reactions from patents (1976-2016). Predict the reactants needed to synthesize the given product. Given the product [CH3:1][S:2]([O:5][C:6]1[CH:7]=[C:8]([C:12]2[CH:17]=[CH:16][C:15]([CH2:18][C@H:19]([NH:23][C:24]([C:26]3([NH2:32])[CH2:27][CH2:28][O:29][CH2:30][CH2:31]3)=[O:25])[C:20]#[N:22])=[CH:14][CH:13]=2)[CH:9]=[CH:10][CH:11]=1)(=[O:3])=[O:4], predict the reactants needed to synthesize it. The reactants are: [CH3:1][S:2]([O:5][C:6]1[CH:7]=[C:8]([C:12]2[CH:17]=[CH:16][C:15]([CH2:18][C@H:19]([NH:23][C:24]([C:26]3([NH:32]C(OC(C)(C)C)=O)[CH2:31][CH2:30][O:29][CH2:28][CH2:27]3)=[O:25])[C:20]([NH2:22])=O)=[CH:14][CH:13]=2)[CH:9]=[CH:10][CH:11]=1)(=[O:4])=[O:3].CC[N+](S(N=C(OC)[O-])(=O)=O)(CC)CC.